This data is from Tyrosyl-DNA phosphodiesterase HTS with 341,365 compounds. The task is: Binary Classification. Given a drug SMILES string, predict its activity (active/inactive) in a high-throughput screening assay against a specified biological target. (1) The molecule is Clc1cc2c(N(C(=O)C(N=C2c2ccccc2)C(CC)C)CC(=O)NCc2occc2)cc1. The result is 0 (inactive). (2) The molecule is S(=O)(=O)(Nc1cc2N(CCCc2cc1)C(=O)C)c1c(OC)ccc(c1)C. The result is 0 (inactive). (3) The compound is Clc1c(N2CCN(CC2)c2ncccc2)ccc([N+]([O-])=O)c1. The result is 0 (inactive). (4) The compound is O=C(N1c2c(CCc3c1cccc3)cccc2)CN1CCN(CC1)C(OCC)=O. The result is 0 (inactive). (5) The compound is Clc1c(Cn2c(nc3n(c(=O)[nH]c(=O)c23)C)CN2CCN(CC2)c2ccccc2)c(F)ccc1. The result is 0 (inactive). (6) The drug is OC1(C(C(C(\C(=N/O)C1)C(OCC)=O)c1ccc(N(C)C)cc1)C(OCC)=O)C. The result is 0 (inactive).